Task: Predict the product of the given reaction.. Dataset: Forward reaction prediction with 1.9M reactions from USPTO patents (1976-2016) (1) Given the reactants C([O:9][C@H:10]1[C@@H:14]2[CH2:15][N:16]([C:19]([O:21][C:22]([CH3:25])([CH3:24])[CH3:23])=[O:20])[CH2:17][CH2:18][N:13]2[CH2:12][CH2:11]1)(=O)C1C=CC=CC=1.CC(C)([O-])C.[K+], predict the reaction product. The product is: [OH:9][C@H:10]1[C@@H:14]2[CH2:15][N:16]([C:19]([O:21][C:22]([CH3:25])([CH3:24])[CH3:23])=[O:20])[CH2:17][CH2:18][N:13]2[CH2:12][CH2:11]1. (2) Given the reactants C([O:3][C:4](=[O:41])[CH2:5][C@H:6]1[CH2:11][CH2:10][C@H:9]([NH:12][C:13](=[O:40])[CH:14]([CH:34]2[CH2:39][CH2:38][CH2:37][CH2:36][CH2:35]2)[N:15]2[C:19]3[CH:20]=[CH:21][C:22]([F:24])=[CH:23][C:18]=3[N:17]=[C:16]2[C@H:25]([O:32][CH3:33])[C:26]2[CH:31]=[CH:30][CH:29]=[CH:28][CH:27]=2)[CH2:8][CH2:7]1)C.[Li+].[OH-].Cl, predict the reaction product. The product is: [CH:34]1([CH:14]([N:15]2[C:19]3[CH:20]=[CH:21][C:22]([F:24])=[CH:23][C:18]=3[N:17]=[C:16]2[C@H:25]([O:32][CH3:33])[C:26]2[CH:31]=[CH:30][CH:29]=[CH:28][CH:27]=2)[C:13]([NH:12][C@H:9]2[CH2:8][CH2:7][C@H:6]([CH2:5][C:4]([OH:41])=[O:3])[CH2:11][CH2:10]2)=[O:40])[CH2:39][CH2:38][CH2:37][CH2:36][CH2:35]1. (3) Given the reactants [CH3:1][C:2]1[N:6]([CH2:7][CH2:8][N:9]2[CH2:14][CH2:13][O:12][CH2:11][CH2:10]2)[C:5]2[S:15][C:16]([C:18]([C:20]3[CH:25]=[CH:24][C:23]([CH3:26])=[CH:22][CH:21]=3)=[NH:19])=[CH:17][C:4]=2[CH:3]=1.[ClH:27], predict the reaction product. The product is: [ClH:27].[ClH:27].[CH3:1][C:2]1[N:6]([CH2:7][CH2:8][N:9]2[CH2:14][CH2:13][O:12][CH2:11][CH2:10]2)[C:5]2[S:15][C:16]([C:18]([C:20]3[CH:21]=[CH:22][C:23]([CH3:26])=[CH:24][CH:25]=3)=[NH:19])=[CH:17][C:4]=2[CH:3]=1.